This data is from Full USPTO retrosynthesis dataset with 1.9M reactions from patents (1976-2016). The task is: Predict the reactants needed to synthesize the given product. (1) Given the product [OH:11][C:6]1[CH:7]=[N:8][CH:9]=[CH:10][C:5]=1[C:4]([N:13]1[CH2:18][CH2:17][O:16][CH2:15][CH2:14]1)=[O:12], predict the reactants needed to synthesize it. The reactants are: C(O[C:4](=[O:12])[C:5]1[CH:10]=[CH:9][N:8]=[CH:7][C:6]=1[OH:11])C.[NH:13]1[CH2:18][CH2:17][O:16][CH2:15][CH2:14]1. (2) Given the product [CH3:12][C:8]1[C:7]2[C:11](=[C:3]([O:2][CH3:1])[CH:4]=[C:5]([C:13]([OH:15])=[O:14])[CH:6]=2)[NH:10][N:9]=1, predict the reactants needed to synthesize it. The reactants are: [CH3:1][O:2][C:3]1[CH:4]=[C:5]([C:13]([O:15]CC)=[O:14])[CH:6]=[C:7]2[C:11]=1[NH:10][N:9]=[C:8]2[CH3:12].[Li+].[OH-].C(O)C. (3) Given the product [OH:6][CH2:5][CH2:4][S:1]([CH2:7][CH2:8][O:9][C:11]([O:13][C:14]1[CH:15]=[CH:16][C:17]([N+:20]([O-:22])=[O:21])=[CH:18][CH:19]=1)=[O:12])(=[O:3])=[O:2], predict the reactants needed to synthesize it. The reactants are: [S:1]([CH2:7][CH2:8][OH:9])([CH2:4][CH2:5][OH:6])(=[O:3])=[O:2].Cl[C:11]([O:13][C:14]1[CH:19]=[CH:18][C:17]([N+:20]([O-:22])=[O:21])=[CH:16][CH:15]=1)=[O:12].